From a dataset of Forward reaction prediction with 1.9M reactions from USPTO patents (1976-2016). Predict the product of the given reaction. (1) The product is: [CH3:7][O:8][C:9]1[C:14]([N:15]([CH2:16][CH2:17][CH3:18])[CH2:20][CH2:21][CH3:22])=[CH:13][C:12]([CH3:23])=[C:11]([C:24]2[CH:29]=[CH:28][C:27]([O:30][C:31]([F:34])([F:33])[F:32])=[CH:26][C:25]=2[O:35][CH3:36])[N:10]=1. Given the reactants [H-].[H-].[H-].[H-].[Li+].[Al+3].[CH3:7][O:8][C:9]1[C:14]([N:15]([CH2:20][CH2:21][CH3:22])[C:16](=O)[CH2:17][CH3:18])=[CH:13][C:12]([CH3:23])=[C:11]([C:24]2[CH:29]=[CH:28][C:27]([O:30][C:31]([F:34])([F:33])[F:32])=[CH:26][C:25]=2[O:35][CH3:36])[N:10]=1, predict the reaction product. (2) Given the reactants C([O-])(=O)C[CH2:3][CH2:4][CH2:5][CH2:6][CH2:7][CH2:8][CH2:9][CH3:10].C([P+](CCCCCC)(CCCCCC)[CH2:3][CH2:4][CH2:5][CH2:6][CH2:7][CH2:8][CH2:9][CH2:10]CCCCCC)CCCCC.C([Mg]Br)#C.C1(=[O:56])CCCCC1, predict the reaction product. The product is: [C:9]([C:8]1([OH:56])[CH2:3][CH2:4][CH2:5][CH2:6][CH2:7]1)#[CH:10].